From a dataset of Full USPTO retrosynthesis dataset with 1.9M reactions from patents (1976-2016). Predict the reactants needed to synthesize the given product. Given the product [OH:4][CH:2]([CH2:1][O:5][CH2:6][CH2:7][CH2:8][CH2:9][C:10]1[CH:15]=[CH:14][CH:13]=[CH:12][CH:11]=1)[CH2:3][NH:28][C:17]([CH3:27])([CH3:16])[CH2:18][C:19]1[CH:24]=[CH:23][C:22]([O:25][CH3:26])=[CH:21][CH:20]=1, predict the reactants needed to synthesize it. The reactants are: [CH2:1]([O:5][CH2:6][CH2:7][CH2:8][CH2:9][C:10]1[CH:15]=[CH:14][CH:13]=[CH:12][CH:11]=1)[CH:2]1[O:4][CH2:3]1.[CH3:16][C:17]([NH2:28])([CH3:27])[CH2:18][C:19]1[CH:24]=[CH:23][C:22]([O:25][CH3:26])=[CH:21][CH:20]=1.